Dataset: Catalyst prediction with 721,799 reactions and 888 catalyst types from USPTO. Task: Predict which catalyst facilitates the given reaction. (1) Product: [NH2:1][C:2]1[C:11]2[N:12]=[C:13]([CH2:20][OH:21])[N:14]([CH2:15][C:16]([CH3:17])([OH:18])[CH3:19])[C:10]=2[C:9]2[N:8]=[CH:7][C:6]([C:24]3[CH:29]=[CH:28][CH:27]=[C:26]([CH2:30][OH:31])[CH:25]=3)=[CH:5][C:4]=2[N:3]=1. The catalyst class is: 4. Reactant: [NH2:1][C:2]1[C:11]2[N:12]=[C:13]([CH2:20][O:21]CC)[N:14]([CH2:15][C:16]([CH3:19])([OH:18])[CH3:17])[C:10]=2[C:9]2[N:8]=[CH:7][C:6]([C:24]3[CH:29]=[CH:28][CH:27]=[C:26]([CH2:30][OH:31])[CH:25]=3)=[CH:5][C:4]=2[N:3]=1.B(Br)(Br)Br.CO. (2) Reactant: [NH2:1][C@@H:2]1[C:8](=[O:9])[NH:7][C:6]2[CH:10]=[CH:11][CH:12]=[CH:13][C:5]=2[O:4][C@@H:3]1[C:14]1[CH:19]=[CH:18][CH:17]=[CH:16][CH:15]=1.C(N(CC)CC)C.[C:27](O[C:27]([O:29][C:30]([CH3:33])([CH3:32])[CH3:31])=[O:28])([O:29][C:30]([CH3:33])([CH3:32])[CH3:31])=[O:28]. Product: [O:9]=[C:8]1[NH:7][C:6]2[CH:10]=[CH:11][CH:12]=[CH:13][C:5]=2[O:4][C@H:3]([C:14]2[CH:15]=[CH:16][CH:17]=[CH:18][CH:19]=2)[C@@H:2]1[NH:1][C:27](=[O:28])[O:29][C:30]([CH3:33])([CH3:32])[CH3:31]. The catalyst class is: 2.